This data is from Full USPTO retrosynthesis dataset with 1.9M reactions from patents (1976-2016). The task is: Predict the reactants needed to synthesize the given product. (1) Given the product [C:1]([C:9]1[N:13]([C:14]2[CH:19]=[C:18]([C:20]3([CH3:23])[CH2:21][CH2:22]3)[CH:17]=[C:16]([C:24]([CH3:25])([CH3:26])[CH3:27])[CH:15]=2)[CH:12]=[C:11]([C:28]([OH:30])=[O:29])[C:10]=1[CH3:33])(=[O:8])[C:2]1[CH:3]=[CH:4][CH:5]=[CH:6][CH:7]=1, predict the reactants needed to synthesize it. The reactants are: [C:1]([C:9]1[N:13]([C:14]2[CH:19]=[C:18]([C:20]3([CH3:23])[CH2:22][CH2:21]3)[CH:17]=[C:16]([C:24]([CH3:27])([CH3:26])[CH3:25])[CH:15]=2)[CH:12]=[C:11]([C:28]([O:30]CC)=[O:29])[C:10]=1[CH3:33])(=[O:8])[C:2]1[CH:7]=[CH:6][CH:5]=[CH:4][CH:3]=1.CC([O-])(C)C.[K+].Cl. (2) Given the product [Br:1][C:11]1[C:12](=[O:21])[O:13][C:14]2[CH2:15][CH2:16][CH2:17][C:18](=[O:20])[C:19]=2[C:10]=1[CH3:9], predict the reactants needed to synthesize it. The reactants are: [Br:1]N1C(=O)CCC1=O.[CH3:9][C:10]1[C:19]2[C:18](=[O:20])[CH2:17][CH2:16][CH2:15][C:14]=2[O:13][C:12](=[O:21])[CH:11]=1. (3) Given the product [F:19][C:16]1[CH:15]=[CH:14][C:13]([CH2:12][N:9]2[CH2:10][CH2:11][C:6]([S:20]([C:23]3[CH:24]=[CH:25][C:26]([O:29][CH3:30])=[CH:27][CH:28]=3)(=[O:22])=[O:21])([C:4]([OH:5])=[O:3])[CH2:7][CH2:8]2)=[CH:18][CH:17]=1, predict the reactants needed to synthesize it. The reactants are: C([O:3][C:4]([C:6]1([S:20]([C:23]2[CH:28]=[CH:27][C:26]([O:29][CH3:30])=[CH:25][CH:24]=2)(=[O:22])=[O:21])[CH2:11][CH2:10][N:9]([CH2:12][C:13]2[CH:18]=[CH:17][C:16]([F:19])=[CH:15][CH:14]=2)[CH2:8][CH2:7]1)=[O:5])C. (4) Given the product [CH2:1]([O:3][C:4]1[CH:5]=[C:6]([C:7]([O:9][CH3:10])=[O:8])[CH:11]=[C:12]([C:22]([F:28])([F:27])[C:23]([F:24])([F:26])[F:25])[C:13]=1[C:33]1[CH:34]=[CH:35][C:30]([F:29])=[CH:31][CH:32]=1)[CH3:2], predict the reactants needed to synthesize it. The reactants are: [CH2:1]([O:3][C:4]1[CH:5]=[C:6]([CH:11]=[C:12]([C:22]([F:28])([F:27])[C:23]([F:26])([F:25])[F:24])[C:13]=1OS(C(F)(F)F)(=O)=O)[C:7]([O:9][CH3:10])=[O:8])[CH3:2].[F:29][C:30]1[CH:35]=[CH:34][C:33](B(O)O)=[CH:32][CH:31]=1.C(=O)([O-])[O-].[Cs+].[Cs+].[Cl-].[NH4+].